This data is from Forward reaction prediction with 1.9M reactions from USPTO patents (1976-2016). The task is: Predict the product of the given reaction. (1) Given the reactants [Cl:1][C:2]1[CH:3]=[C:4]([NH:9][C:10]([N:12]2[CH2:17][CH2:16][N:15]([CH2:18][CH:19]3[CH2:24][N:23]([CH2:25][CH3:26])[CH2:22][CH2:21][N:20]3C(OCC3C=CC=CC=3)=O)[CH2:14][CH2:13]2)=[O:11])[CH:5]=[CH:6][C:7]=1[Cl:8].Cl, predict the reaction product. The product is: [Cl:1][C:2]1[CH:3]=[C:4]([NH:9][C:10]([N:12]2[CH2:17][CH2:16][N:15]([CH2:18][CH:19]3[CH2:24][N:23]([CH2:25][CH3:26])[CH2:22][CH2:21][NH:20]3)[CH2:14][CH2:13]2)=[O:11])[CH:5]=[CH:6][C:7]=1[Cl:8]. (2) Given the reactants [C:1]([O:5][CH2:6][CH2:7][CH2:8][CH2:9][CH2:10][CH:11]([CH3:13])[CH3:12])(=[O:4])[CH:2]=[CH2:3].[C:14]([NH2:18])(=[O:17])[CH:15]=[CH2:16].[C:19]([O:22][CH:23]=[CH2:24])(=[O:21])[CH3:20].N(C(C)(CC)C#N)=NC(C)(CC)C#N, predict the reaction product. The product is: [C:1]([O:5][CH2:6][CH2:7][CH2:8][CH2:9][CH2:10][CH:11]([CH3:13])[CH3:12])(=[O:4])[CH:2]=[CH2:3].[C:14]([NH2:18])(=[O:17])[CH:15]=[CH2:16].[C:19]([O:22][CH:23]=[CH2:24])(=[O:21])[CH3:20].